Task: Predict the reactants needed to synthesize the given product.. Dataset: Full USPTO retrosynthesis dataset with 1.9M reactions from patents (1976-2016) (1) Given the product [CH3:30][O:31][C:2]1[C:3]([CH2:18][NH:19][C:20]([C:21]2[CH:22]=[CH:23][CH:24]=[CH:25][C:26]=2[C:27]([OH:34])=[O:28])=[O:29])=[CH:4][C:5]([C:8]2[CH:9]=[N:10][C:11]([C:14]([F:16])([F:15])[F:17])=[N:12][CH:13]=2)=[N:6][CH:7]=1, predict the reactants needed to synthesize it. The reactants are: F[C:2]1[C:3]([CH2:18][N:19]2[C:27](=[O:28])[C:26]3[C:21](=[CH:22][CH:23]=[CH:24][CH:25]=3)[C:20]2=[O:29])=[CH:4][C:5]([C:8]2[CH:9]=[N:10][C:11]([C:14]([F:17])([F:16])[F:15])=[N:12][CH:13]=2)=[N:6][CH:7]=1.[CH3:30][O:31][Na].C[OH:34]. (2) The reactants are: [OH:1][CH2:2]/[CH:3]=[C:4](\[CH3:28])/[C:5]#[C:6][C:7]1[CH:19]=[CH:18][C:17]2[C:16]3[C:11](=[CH:12][C:13]([C:20]#[C:21]/[C:22](/[CH3:26])=[CH:23]/[CH2:24][OH:25])=[CH:14][CH:15]=3)[C:10](=[O:27])[C:9]=2[CH:8]=1.[C:42]1(P([C:42]2[CH:47]=[CH:46][CH:45]=[CH:44][CH:43]=2)[C:42]2[CH:47]=[CH:46][CH:45]=[CH:44][CH:43]=2)[CH:47]=[CH:46][CH:45]=[CH:44][CH:43]=1.[CH2:48]([O:50][C:51](=[O:64])[C@@H:52]([O:61][CH2:62][CH3:63])[CH2:53][C:54]1[CH:59]=[CH:58][C:57](O)=[CH:56][CH:55]=1)[CH3:49].[CH3:76][CH2:75][O:74][C:72](/N=N/[C:72]([O:74][CH2:75][CH3:76])=[O:73])=[O:73]. Given the product [CH2:48]([O:50][C:51](=[O:64])[C@@H:52]([O:61][CH2:62][CH3:63])[CH2:53][C:54]1[CH:59]=[CH:58][C:57]([O:25][CH2:24]/[CH:23]=[C:22](\[CH3:26])/[C:21]#[C:20][C:13]2[CH:14]=[CH:15][C:16]3[C:17]4[C:9](=[CH:8][C:7]([C:6]#[C:5]/[C:4](/[CH3:28])=[CH:3]/[CH2:2][O:1][C:45]5[CH:44]=[CH:43][C:42]([CH2:49][C@H:48]([O:50][CH2:51][CH3:52])[C:72]([O:74][CH2:75][CH3:76])=[O:73])=[CH:47][CH:46]=5)=[CH:19][CH:18]=4)[C:10](=[O:27])[C:11]=3[CH:12]=2)=[CH:56][CH:55]=1)[CH3:49], predict the reactants needed to synthesize it. (3) Given the product [C:18]([NH:7][NH:6][C:4](=[O:5])[C:3]1[CH:8]=[CH:9][CH:10]=[CH:11][C:2]=1[I:1])(=[O:20])[CH3:19], predict the reactants needed to synthesize it. The reactants are: [I:1][C:2]1[CH:11]=[CH:10][CH:9]=[CH:8][C:3]=1[C:4]([NH:6][NH2:7])=[O:5].N1C=CC=CC=1.[C:18](Cl)(=[O:20])[CH3:19]. (4) Given the product [Cl:1][C:2]1[N:7]=[C:6]([C:8]2[S:12][C:11]([CH:13]([CH3:15])[CH3:14])=[N:10][C:9]=2[C:16]2[CH:21]=[C:20]([NH:22][S:27]([CH:24]3[CH2:26][CH2:25]3)(=[O:29])=[O:28])[CH:19]=[CH:18][CH:17]=2)[CH:5]=[CH:4][N:3]=1, predict the reactants needed to synthesize it. The reactants are: [Cl:1][C:2]1[N:7]=[C:6]([C:8]2[S:12][C:11]([CH:13]([CH3:15])[CH3:14])=[N:10][C:9]=2[C:16]2[CH:17]=[CH:18][C:19](F)=[C:20]([NH2:22])[CH:21]=2)[CH:5]=[CH:4][N:3]=1.[CH:24]1([S:27](Cl)(=[O:29])=[O:28])[CH2:26][CH2:25]1. (5) Given the product [CH2:29]([O:31][C:32](=[O:38])[CH2:33][CH2:34][NH:35][C:36]([N:9]1[CH2:10][C@@H:11]([CH2:23][C:24]([CH3:25])([CH3:27])[CH3:26])[C@@:12]([C:15]2[CH:20]=[CH:19][C:18]([Cl:21])=[CH:17][C:16]=2[F:22])([C:13]#[N:14])[C@H:8]1[C:4]1[CH:5]=[CH:6][CH:7]=[C:2]([Cl:1])[C:3]=1[F:28])=[O:37])[CH3:30], predict the reactants needed to synthesize it. The reactants are: [Cl:1][C:2]1[C:3]([F:28])=[C:4]([CH:8]2[C:12]([C:15]3[CH:20]=[CH:19][C:18]([Cl:21])=[CH:17][C:16]=3[F:22])([C:13]#[N:14])[CH:11]([CH2:23][C:24]([CH3:27])([CH3:26])[CH3:25])[CH2:10][NH:9]2)[CH:5]=[CH:6][CH:7]=1.[CH2:29]([O:31][C:32](=[O:38])[CH2:33][CH2:34][N:35]=[C:36]=[O:37])[CH3:30]. (6) Given the product [F:38][C:32]1[CH:33]=[CH:34][C:35]([F:37])=[CH:36][C:31]=1[S:28]([NH:27][C:23]1[C:22]([F:42])=[C:21]([C:10]2[C:9]([C:7]3[CH:6]=[CH:5][N:4]=[C:3]([C:1]([NH2:2])=[O:45])[CH:8]=3)=[CH:13][N:12]([CH:14]3[CH2:19][CH2:18][N:17]([CH3:20])[CH2:16][CH2:15]3)[N:11]=2)[CH:26]=[CH:25][CH:24]=1)(=[O:29])=[O:30], predict the reactants needed to synthesize it. The reactants are: [C:1]([C:3]1[CH:8]=[C:7]([C:9]2[C:10]([C:21]3[C:22]([F:42])=[C:23]([N:27](COC)[S:28]([C:31]4[CH:36]=[C:35]([F:37])[CH:34]=[CH:33][C:32]=4[F:38])(=[O:30])=[O:29])[CH:24]=[CH:25][CH:26]=3)=[N:11][N:12]([CH:14]3[CH2:19][CH2:18][N:17]([CH3:20])[CH2:16][CH2:15]3)[CH:13]=2)[CH:6]=[CH:5][N:4]=1)#[N:2].C([O-])(=[O:45])C.[NH4+].CN(C(ON1N=NC2C=CC=CC1=2)=[N+](C)C)C.[B-](F)(F)(F)F. (7) Given the product [C:9]([O:8][C:7]([NH:6][CH2:5][CH2:4][CH2:3][CH2:2][O:1][C:20]1[CH:21]=[CH:22][CH:23]=[C:15]([OH:14])[C:16]=1[C:17]([O:19][CH3:25])=[O:18])=[O:13])([CH3:10])([CH3:12])[CH3:11], predict the reactants needed to synthesize it. The reactants are: [OH:1][CH2:2][CH2:3][CH2:4][CH2:5][NH:6][C:7](=[O:13])[O:8][C:9]([CH3:12])([CH3:11])[CH3:10].[OH:14][C:15]1[CH:23]=[CH:22][CH:21]=[C:20](O)[C:16]=1[C:17]([O-:19])=[O:18].[C:25]1(P(C2C=CC=CC=2)C2C=CC=CC=2)C=CC=CC=1.CCOC(/N=N/C(OCC)=O)=O. (8) Given the product [CH2:2]([OH:1])[C@@H:3]([C@H:5]([C@@H:7]([CH2:9][OH:10])[OH:8])[OH:6])[OH:4], predict the reactants needed to synthesize it. The reactants are: [O:1]=[CH:2][C@@H:3]([C@H:5]([C@@H:7]([CH2:9][OH:10])[OH:8])[OH:6])[OH:4].[H][H]. (9) Given the product [C:13]([N:20]1[CH:21]=[CH:22][N:23]=[CH:24]1)(=[O:37])[C:10]1[CH:9]=[CH:8][CH:7]=[CH:12][CH:11]=1, predict the reactants needed to synthesize it. The reactants are: C1C=CC([C:7]2[CH:8]=[CH:9][C:10]([CH:13]([N:20]3[CH:24]=[N:23][CH:22]=[CH:21]3)C3C=CC=CC=3)=[CH:11][CH:12]=2)=CC=1.N1C=CN=C1.C1(C(Cl)=[O:37])C=CC=CC=1. (10) Given the product [Br:1][C:2]1[C:7]2[N:8]([C:14]3[CH:15]=[CH:16][CH:17]=[CH:18][CH:19]=3)[C:9]([C@@H:11]([NH:13][C:22]3[N:30]=[CH:29][N:28]=[C:27]4[C:23]=3[N:24]=[CH:25][N:26]4[CH:31]3[CH2:36][CH2:35][CH2:34][CH2:33][O:32]3)[CH3:12])=[N:10][C:6]=2[CH:5]=[CH:4][C:3]=1[F:20], predict the reactants needed to synthesize it. The reactants are: [Br:1][C:2]1[C:7]2[N:8]([C:14]3[CH:19]=[CH:18][CH:17]=[CH:16][CH:15]=3)[C:9]([C@@H:11]([NH2:13])[CH3:12])=[N:10][C:6]=2[CH:5]=[CH:4][C:3]=1[F:20].Cl[C:22]1[N:30]=[CH:29][N:28]=[C:27]2[C:23]=1[N:24]=[CH:25][N:26]2[CH:31]1[CH2:36][CH2:35][CH2:34][CH2:33][O:32]1.CCN(C(C)C)C(C)C.